From a dataset of Peptide-MHC class I binding affinity with 185,985 pairs from IEDB/IMGT. Regression. Given a peptide amino acid sequence and an MHC pseudo amino acid sequence, predict their binding affinity value. This is MHC class I binding data. (1) The peptide sequence is FVVDTTPPL. The MHC is HLA-C03:03 with pseudo-sequence HLA-C03:03. The binding affinity (normalized) is 0.936. (2) The peptide sequence is VYFSPWFFL. The MHC is HLA-B58:01 with pseudo-sequence HLA-B58:01. The binding affinity (normalized) is 0.0847. (3) The peptide sequence is QLSLKMLSL. The MHC is HLA-A02:11 with pseudo-sequence HLA-A02:11. The binding affinity (normalized) is 0.0847. (4) The peptide sequence is QQLDQRSQI. The MHC is H-2-Db with pseudo-sequence H-2-Db. The binding affinity (normalized) is 0.0641. (5) The peptide sequence is ETDVMTRGQ. The MHC is HLA-A02:01 with pseudo-sequence HLA-A02:01. The binding affinity (normalized) is 0.0847. (6) The peptide sequence is IYYLEKANK. The MHC is HLA-A11:01 with pseudo-sequence HLA-A11:01. The binding affinity (normalized) is 0.0847.